Dataset: Full USPTO retrosynthesis dataset with 1.9M reactions from patents (1976-2016). Task: Predict the reactants needed to synthesize the given product. (1) The reactants are: [Cl:1][C:2]1[CH:3]=[C:4]([CH:6]=[CH:7][C:8]=1[C:9]([F:12])([F:11])[F:10])[NH2:5].N1C=CC=CC=1.CCN(C(C)C)C(C)C.[C:28](Cl)(Cl)=[O:29].CS([O-])(=O)=O.[O:37]=[C:38]1[CH:43]([N:44]2[CH2:52][C:51]3[C:46](=[CH:47][CH:48]=[C:49]([CH2:53][NH3+:54])[CH:50]=3)[C:45]2=[O:55])[CH2:42][CH2:41][C:40](=[O:56])[NH:39]1. Given the product [Cl:1][C:2]1[CH:3]=[C:4]([NH:5][C:28]([NH:54][CH2:53][C:49]2[CH:50]=[C:51]3[C:46](=[CH:47][CH:48]=2)[C:45](=[O:55])[N:44]([CH:43]2[CH2:42][CH2:41][C:40](=[O:56])[NH:39][C:38]2=[O:37])[CH2:52]3)=[O:29])[CH:6]=[CH:7][C:8]=1[C:9]([F:10])([F:11])[F:12], predict the reactants needed to synthesize it. (2) Given the product [Br:1][C:2]1[C:3]([CH3:14])=[N:4][N:5]([CH2:20][C:17]2[CH:18]=[CH:19][O:15][CH:16]=2)[C:6]=1[C:7]1[CH:12]=[CH:11][C:10]([F:13])=[CH:9][CH:8]=1, predict the reactants needed to synthesize it. The reactants are: [Br:1][C:2]1[C:3]([CH3:14])=[N:4][NH:5][C:6]=1[C:7]1[CH:12]=[CH:11][C:10]([F:13])=[CH:9][CH:8]=1.[O:15]1[CH:19]=[CH:18][C:17]([CH2:20]O)=[CH:16]1.C1(P(C2C=CC=CC=2)C2C=CC=CC=2)C=CC=CC=1.N(C(OC(C)C)=O)=NC(OC(C)C)=O. (3) Given the product [Cl:1][C:2]1[CH:10]=[C:9]2[C:5]([C:6]([C:11]([OH:13])=[O:12])=[CH:7][NH:8]2)=[CH:4][C:3]=1[C:15]1[CH:20]=[CH:19][C:18]([CH:21]2[CH2:24][CH2:23][N:22]2[S:25]([CH3:28])(=[O:27])=[O:26])=[CH:17][CH:16]=1, predict the reactants needed to synthesize it. The reactants are: [Cl:1][C:2]1[CH:10]=[C:9]2[C:5]([C:6]([C:11]([O:13]C)=[O:12])=[CH:7][NH:8]2)=[CH:4][C:3]=1[C:15]1[CH:20]=[CH:19][C:18]([CH:21]2[CH2:24][CH2:23][N:22]2[S:25]([CH3:28])(=[O:27])=[O:26])=[CH:17][CH:16]=1.[OH-].[Na+]. (4) Given the product [ClH:19].[ClH:19].[CH3:18][C@H:14]1[CH2:15][CH2:16][CH2:17][N:13]1[C@@H:10]1[CH2:11][CH2:12][NH:8][CH2:9]1, predict the reactants needed to synthesize it. The reactants are: C(OC([N:8]1[CH2:12][CH2:11][C@@H:10]([N:13]2[CH2:17][CH2:16][CH2:15][C@@H:14]2[CH3:18])[CH2:9]1)=O)(C)(C)C.[ClH:19]. (5) Given the product [F:26][C:20]1[CH:21]=[C:22]([F:25])[CH:23]=[CH:24][C:19]=1[C:16]1[CH:15]=[CH:14][C:13]([C@@H:11]([N:7]2[CH2:6][CH2:5][C@:4]([CH2:3][CH2:2][NH:1][C:35]([NH2:34])=[O:36])([C:27]3[CH:28]=[CH:29][C:30]([F:33])=[CH:31][CH:32]=3)[O:9][C:8]2=[O:10])[CH3:12])=[CH:18][CH:17]=1, predict the reactants needed to synthesize it. The reactants are: [NH2:1][CH2:2][CH2:3][C@@:4]1([C:27]2[CH:32]=[CH:31][C:30]([F:33])=[CH:29][CH:28]=2)[O:9][C:8](=[O:10])[N:7]([C@H:11]([C:13]2[CH:18]=[CH:17][C:16]([C:19]3[CH:24]=[CH:23][C:22]([F:25])=[CH:21][C:20]=3[F:26])=[CH:15][CH:14]=2)[CH3:12])[CH2:6][CH2:5]1.[NH2:34][C:35](N)=[O:36].Cl. (6) Given the product [Si:1]([O:8][CH2:9][C:10]1[CH:11]=[C:12]([C:16]2[CH:17]=[CH:18][C:19]3[N:20]([C:29]([CH3:40])=[C:30]([C:32]4[CH:37]=[CH:36][C:35]([F:38])=[CH:34][C:33]=4[F:39])[N:22]=3)[CH:21]=2)[CH:13]=[CH:14][CH:15]=1)([C:4]([CH3:7])([CH3:6])[CH3:5])([CH3:3])[CH3:2], predict the reactants needed to synthesize it. The reactants are: [Si:1]([O:8][CH2:9][C:10]1[CH:11]=[C:12]([C:16]2[CH:17]=[CH:18][C:19]([NH2:22])=[N:20][CH:21]=2)[CH:13]=[CH:14][CH:15]=1)([C:4]([CH3:7])([CH3:6])[CH3:5])([CH3:3])[CH3:2].C(=O)([O-])O.[Na+].Br[CH:29]([CH3:40])[C:30]([C:32]1[CH:37]=[CH:36][C:35]([F:38])=[CH:34][C:33]=1[F:39])=O.